This data is from Reaction yield outcomes from USPTO patents with 853,638 reactions. The task is: Predict the reaction yield, written as a fraction of the theoretical maximum amount of product (1.0 means a 100% yield; for example, 0.34 means a 34% yield). (1) The reactants are Br[C:2]1[CH:3]=[C:4]([Cl:7])[S:5][CH:6]=1.[CH3:8][Si:9]([C:12]#[CH:13])([CH3:11])[CH3:10].C(NCC)C.CN(C=O)C. The catalyst is C(OCC)C.Cl[Pd](Cl)([P](C1C=CC=CC=1)(C1C=CC=CC=1)C1C=CC=CC=1)[P](C1C=CC=CC=1)(C1C=CC=CC=1)C1C=CC=CC=1.[Cu]I.C1(P(C2C=CC=CC=2)C2C=CC=CC=2)C=CC=CC=1. The product is [Cl:7][C:4]1[S:5][CH:6]=[C:2]([C:13]#[C:12][Si:9]([CH3:11])([CH3:10])[CH3:8])[CH:3]=1. The yield is 0.960. (2) The reactants are [Br:1][C:2]1[NH:10][C:9]2[C:8](=[O:11])[N:7]3[C:12]([CH2:15][CH2:16][C:17](O)=[O:18])=[N:13][N:14]=[C:6]3[N:5]([CH2:20][CH2:21][CH2:22][CH2:23][CH3:24])[C:4]=2[N:3]=1.[NH:25]1[CH2:30][CH2:29][O:28][CH2:27][CH2:26]1.C(N(CC)CC)C.F[P-](F)(F)(F)(F)F.N1(O[P+](N(C)C)(N(C)C)N(C)C)C2C=CC=CC=2N=N1. The catalyst is C(Cl)Cl. The product is [Br:1][C:2]1[NH:10][C:9]2[C:8](=[O:11])[N:7]3[C:12]([CH2:15][CH2:16][C:17]([N:25]4[CH2:30][CH2:29][O:28][CH2:27][CH2:26]4)=[O:18])=[N:13][N:14]=[C:6]3[N:5]([CH2:20][CH2:21][CH2:22][CH2:23][CH3:24])[C:4]=2[N:3]=1. The yield is 0.600.